Task: Predict the product of the given reaction.. Dataset: Forward reaction prediction with 1.9M reactions from USPTO patents (1976-2016) Given the reactants [C:1]1([S:7]([N:10]([CH2:28][CH:29]([CH3:31])[CH3:30])[C:11]2[CH:16]=[CH:15][C:14]([C:17]([OH:27])([C:23]([F:26])([F:25])[F:24])[C:18]#[C:19][C:20](O)=[O:21])=[CH:13][CH:12]=2)(=[O:9])=[O:8])[CH:6]=[CH:5][CH:4]=[CH:3][CH:2]=1.CN.Cl.[CH3:35][N:36](C)CCCN=C=NCC, predict the reaction product. The product is: [CH3:35][NH:36][C:20](=[O:21])[C:19]#[C:18][C:17]([C:14]1[CH:15]=[CH:16][C:11]([N:10]([S:7]([C:1]2[CH:6]=[CH:5][CH:4]=[CH:3][CH:2]=2)(=[O:9])=[O:8])[CH2:28][CH:29]([CH3:31])[CH3:30])=[CH:12][CH:13]=1)([OH:27])[C:23]([F:26])([F:25])[F:24].